Dataset: Forward reaction prediction with 1.9M reactions from USPTO patents (1976-2016). Task: Predict the product of the given reaction. (1) Given the reactants C(O)=O.[NH2:4][CH2:5][CH2:6][C:7]1[CH:26]=[CH:25][C:10]([NH:11][CH:12]2[CH2:17][CH2:16][N:15]([C:18](=[O:24])[CH2:19][CH2:20][CH2:21][CH2:22][CH3:23])[CH2:14][CH2:13]2)=[CH:9][CH:8]=1.C([Si]([O:44][C:45]1[CH:50]=[CH:49][C:48]([O:51][CH2:52][CH:53]2[CH2:55][O:54]2)=[CH:47][CH:46]=1)(C1C=CC=CC=1)C1C=CC=CC=1)(C)(C)C, predict the reaction product. The product is: [OH:54][C@H:53]([CH2:52][O:51][C:48]1[CH:49]=[CH:50][C:45]([OH:44])=[CH:46][CH:47]=1)[CH2:55][NH:4][CH2:5][CH2:6][C:7]1[CH:26]=[CH:25][C:10]([NH:11][CH:12]2[CH2:17][CH2:16][N:15]([C:18](=[O:24])[CH2:19][CH2:20][CH2:21][CH2:22][CH3:23])[CH2:14][CH2:13]2)=[CH:9][CH:8]=1. (2) Given the reactants [Cl:1][C:2]1[N:10]=[C:9]2[C:5]([N:6]([CH2:11][C:12]3[CH:17]=[CH:16][C:15]([C:18]([F:21])([F:20])[F:19])=[CH:14][CH:13]=3)[CH:7]=[N:8]2)=[C:4]([NH:22][C@@H:23]([CH:27]2[CH2:30][CH2:29][CH2:28]2)[CH2:24][CH:25]=[CH2:26])[N:3]=1.B.C1C[O:35]CC1.OO, predict the reaction product. The product is: [Cl:1][C:2]1[N:10]=[C:9]2[C:5]([N:6]([CH2:11][C:12]3[CH:13]=[CH:14][C:15]([C:18]([F:19])([F:20])[F:21])=[CH:16][CH:17]=3)[CH:7]=[N:8]2)=[C:4]([NH:22][C@@H:23]([CH:27]2[CH2:28][CH2:29][CH2:30]2)[CH2:24][CH2:25][CH2:26][OH:35])[N:3]=1. (3) Given the reactants Br[C:2]1[C:12]2[O:11][CH2:10][CH2:9][N:8]([C:13]([O:15][C:16]([CH3:19])([CH3:18])[CH3:17])=[O:14])[CH2:7][C:6]=2[CH:5]=[CH:4][CH:3]=1.[NH:20]1[CH2:24][CH2:23][CH2:22][C:21]1=[O:25].P([O-])([O-])([O-])=O.[K+].[K+].[K+].[C@@H]1(N)CCCC[C@H]1N, predict the reaction product. The product is: [O:25]=[C:21]1[CH2:22][CH2:23][CH2:24][N:20]1[C:2]1[C:12]2[O:11][CH2:10][CH2:9][N:8]([C:13]([O:15][C:16]([CH3:19])([CH3:18])[CH3:17])=[O:14])[CH2:7][C:6]=2[CH:5]=[CH:4][CH:3]=1. (4) Given the reactants [N+:1]([C:4]1[CH:5]=[C:6]2[C:10](=[CH:11][CH:12]=1)[NH:9][CH2:8][CH2:7]2)([O-:3])=[O:2].[Cl:13][CH2:14][C:15](Cl)=[O:16], predict the reaction product. The product is: [Cl:13][CH2:14][C:15]([N:9]1[C:10]2[C:6](=[CH:5][C:4]([N+:1]([O-:3])=[O:2])=[CH:12][CH:11]=2)[CH2:7][CH2:8]1)=[O:16]. (5) Given the reactants Br[C:2]1[CH:7]=[CH:6][C:5]([CH:8]([N:12]2[CH2:26][CH2:25][C:15]3([O:20][CH2:19][C:18](=[O:21])[N:17]([CH:22]4[CH2:24][CH2:23]4)[CH2:16]3)[CH2:14][CH2:13]2)[C:9]([OH:11])=[O:10])=[CH:4][CH:3]=1.CC1(C)C(C)(C)OB([C:35]2[CH:44]=[C:43]3[C:38]([CH:39]=[CH:40][CH:41]=[N:42]3)=[CH:37][CH:36]=2)O1.C(=O)([O-])[O-].[K+].[K+], predict the reaction product. The product is: [CH:22]1([N:17]2[CH2:16][C:15]3([CH2:25][CH2:26][N:12]([CH:8]([C:5]4[CH:6]=[CH:7][C:2]([C:35]5[CH:44]=[C:43]6[C:38]([CH:39]=[CH:40][CH:41]=[N:42]6)=[CH:37][CH:36]=5)=[CH:3][CH:4]=4)[C:9]([OH:11])=[O:10])[CH2:13][CH2:14]3)[O:20][CH2:19][C:18]2=[O:21])[CH2:24][CH2:23]1.